From a dataset of Peptide-MHC class I binding affinity with 185,985 pairs from IEDB/IMGT. Regression. Given a peptide amino acid sequence and an MHC pseudo amino acid sequence, predict their binding affinity value. This is MHC class I binding data. (1) The peptide sequence is YQYPRDTHY. The MHC is HLA-A26:02 with pseudo-sequence HLA-A26:02. The binding affinity (normalized) is 0.243. (2) The peptide sequence is LRKERLAKL. The MHC is HLA-A02:01 with pseudo-sequence HLA-A02:01. The binding affinity (normalized) is 0.